The task is: Predict the reaction yield, written as a fraction of the theoretical maximum amount of product (1.0 means a 100% yield; for example, 0.34 means a 34% yield).. This data is from Reaction yield outcomes from USPTO patents with 853,638 reactions. (1) The reactants are Cl[CH2:2][CH2:3][O:4][C:5]1[C:13]2[C:8](=[N:9][CH:10]=[N:11][C:12]=2[NH:14][C:15]2[CH:20]=[CH:19][C:18]([O:21][C:22]3[CH:23]=[N:24][C:25]([CH3:28])=[CH:26][CH:27]=3)=[C:17]([CH3:29])[CH:16]=2)[NH:7][N:6]=1.[OH:30][CH:31]1[CH2:36][CH2:35][NH:34][CH2:33][CH2:32]1. No catalyst specified. The product is [CH3:29][C:17]1[CH:16]=[C:15]([NH:14][C:12]2[N:11]=[CH:10][N:9]=[C:8]3[NH:7][N:6]=[C:5]([O:4][CH2:3][CH2:2][N:34]4[CH2:35][CH2:36][CH:31]([OH:30])[CH2:32][CH2:33]4)[C:13]=23)[CH:20]=[CH:19][C:18]=1[O:21][C:22]1[CH:23]=[N:24][C:25]([CH3:28])=[CH:26][CH:27]=1. The yield is 0.250. (2) The reactants are C[O:2][C:3]1[CH:11]=[CH:10][CH:9]=[C:8]2[C:4]=1[CH2:5][NH:6][CH2:7]2.[BrH:12]. No catalyst specified. The product is [BrH:12].[OH:2][C:3]1[CH:11]=[CH:10][CH:9]=[C:8]2[C:4]=1[CH2:5][NH:6][CH2:7]2. The yield is 0.780. (3) The reactants are [Cl:1][C:2]1[C:3]([F:33])=[C:4]([CH:8]2[C:12]([C:15]3[CH:20]=[CH:19][C:18]([Cl:21])=[CH:17][C:16]=3[F:22])([C:13]#[N:14])[CH:11]([CH2:23][C:24]([CH3:27])([CH3:26])[CH3:25])[N:10]([CH:28]=[O:29])[CH:9]2[C:30](O)=[O:31])[CH:5]=[CH:6][CH:7]=1.[CH3:34][C:35]1([CH3:43])[O:39][C@@H:38]([CH2:40][CH2:41][NH2:42])[CH2:37][O:36]1.CN(C(ON1N=NC2C=CC=NC1=2)=[N+](C)C)C.F[P-](F)(F)(F)(F)F.CCN(C(C)C)C(C)C. The catalyst is C(Cl)Cl. The product is [CH3:34][C:35]1([CH3:43])[O:39][C@@H:38]([CH2:40][CH2:41][NH:42][C:30]([CH:9]2[CH:8]([C:4]3[CH:5]=[CH:6][CH:7]=[C:2]([Cl:1])[C:3]=3[F:33])[C:12]([C:15]3[CH:20]=[CH:19][C:18]([Cl:21])=[CH:17][C:16]=3[F:22])([C:13]#[N:14])[CH:11]([CH2:23][C:24]([CH3:25])([CH3:26])[CH3:27])[N:10]2[CH:28]=[O:29])=[O:31])[CH2:37][O:36]1. The yield is 0.670. (4) The reactants are [CH3:1][O:2][C:3](=[O:38])[NH:4][CH:5]([C:9]([N:11]1[CH:17]([C:18]2[NH:19][C:20]([C:23]3[CH:28]=[CH:27][C:26](B4OC(C)(C)C(C)(C)O4)=[CH:25][CH:24]=3)=[CH:21][N:22]=2)[CH2:16][C:13]2([CH2:15][CH2:14]2)[CH2:12]1)=[O:10])[CH:6]([CH3:8])[CH3:7].[C:39]([O:43][C:44]([N:46]1[CH:51]([C:52]2[NH:53][C:54]([C:57]3[CH:66]=[CH:65][C:64]4[C:59](=[CH:60][CH:61]=[C:62](Br)[CH:63]=4)[CH:58]=3)=[CH:55][N:56]=2)[CH:50]2[CH2:68][CH:47]1[CH2:48][CH2:49]2)=[O:45])([CH3:42])([CH3:41])[CH3:40].C([O-])([O-])=O.[K+].[K+]. The catalyst is COCCOC.CCOC(C)=O.C1C=CC([P]([Pd]([P](C2C=CC=CC=2)(C2C=CC=CC=2)C2C=CC=CC=2)([P](C2C=CC=CC=2)(C2C=CC=CC=2)C2C=CC=CC=2)[P](C2C=CC=CC=2)(C2C=CC=CC=2)C2C=CC=CC=2)(C2C=CC=CC=2)C2C=CC=CC=2)=CC=1. The product is [C:39]([O:43][C:44]([N:46]1[CH:51]([C:52]2[NH:53][C:54]([C:57]3[CH:66]=[CH:65][C:64]4[C:59](=[CH:60][CH:61]=[C:62]([C:26]5[CH:25]=[CH:24][C:23]([C:20]6[NH:19][C:18]([CH:17]7[CH2:16][C:13]8([CH2:14][CH2:15]8)[CH2:12][N:11]7[C:9](=[O:10])[CH:5]([NH:4][C:3]([O:2][CH3:1])=[O:38])[CH:6]([CH3:8])[CH3:7])=[N:22][CH:21]=6)=[CH:28][CH:27]=5)[CH:63]=4)[CH:58]=3)=[CH:55][N:56]=2)[CH:50]2[CH2:68][CH:47]1[CH2:48][CH2:49]2)=[O:45])([CH3:42])([CH3:41])[CH3:40]. The yield is 0.370. (5) The reactants are [Cl:1][C:2]1[CH:11]=[CH:10][C:5]([C:6]([O:8][CH3:9])=[O:7])=[C:4]([NH:12][C:13]2[CH:18]=[CH:17][C:16]([CH2:19][C:20]([O:22][CH3:23])=[O:21])=[CH:15][C:14]=2[N+:24]([O-])=O)[CH:3]=1.CO.[H][H]. The catalyst is [Pt].C(OCC)(=O)C. The product is [NH2:24][C:14]1[CH:15]=[C:16]([CH2:19][C:20]([O:22][CH3:23])=[O:21])[CH:17]=[CH:18][C:13]=1[NH:12][C:4]1[CH:3]=[C:2]([Cl:1])[CH:11]=[CH:10][C:5]=1[C:6]([O:8][CH3:9])=[O:7]. The yield is 0.950. (6) The reactants are C[O:2][C:3]1[CH:4]=[C:5]([CH:13]=[CH:14][C:15]2[CH:20]=[CH:19][CH:18]=[CH:17][CH:16]=2)[CH:6]=[C:7]([O:11]C)[C:8]=1[CH2:9][CH3:10].B(Br)(Br)Br. No catalyst specified. The product is [CH2:9]([C:8]1[C:7]([OH:11])=[CH:6][C:5]([CH:13]=[CH:14][C:15]2[CH:20]=[CH:19][CH:18]=[CH:17][CH:16]=2)=[CH:4][C:3]=1[OH:2])[CH3:10]. The yield is 0.910.